Task: Predict the reaction yield, written as a fraction of the theoretical maximum amount of product (1.0 means a 100% yield; for example, 0.34 means a 34% yield).. Dataset: Reaction yield outcomes from USPTO patents with 853,638 reactions (1) The catalyst is O1CCCC1.CCCCCC. The yield is 0.940. The product is [CH2:1]([C:5]1[C:9]([CH2:10][OH:11])=[CH:8][N:7]([C:15]2[CH:20]=[CH:19][C:18]([C:21]([F:22])([F:23])[F:24])=[CH:17][N:16]=2)[N:6]=1)[CH2:2][CH2:3][CH3:4]. The reactants are [CH2:1]([C:5]1[C:9]([C:10](OCC)=[O:11])=[CH:8][N:7]([C:15]2[CH:20]=[CH:19][C:18]([C:21]([F:24])([F:23])[F:22])=[CH:17][N:16]=2)[N:6]=1)[CH2:2][CH2:3][CH3:4].[H-].C([Al+]CC(C)C)C(C)C.Cl. (2) The reactants are [CH3:1][C:2]1[CH:7]=[C:6]([B:8]2[O:12][C:11]([CH3:14])([CH3:13])[C:10]([CH3:16])([CH3:15])[O:9]2)[CH:5]=[C:4]([NH2:17])[C:3]=1[NH2:18].[N:19]#[C:20]Br. The catalyst is CO. The product is [CH3:1][C:2]1[C:3]2[NH:18][C:20]([NH2:19])=[N:17][C:4]=2[CH:5]=[C:6]([B:8]2[O:12][C:11]([CH3:14])([CH3:13])[C:10]([CH3:16])([CH3:15])[O:9]2)[CH:7]=1. The yield is 1.00. (3) The reactants are [C:1]1(/[C:7](/[C:10]2[CH:11]=[N:12][C:13]3[C:18]([C:19]=2[C:20]2[CH:25]=[CH:24][CH:23]=[CH:22][CH:21]=2)=[CH:17][CH:16]=[CH:15][C:14]=3[C:26]([F:29])([F:28])[F:27])=[N:8]\[OH:9])[CH:6]=[CH:5][CH:4]=[CH:3][CH:2]=1.[H-].[Na+].I[CH3:33]. The catalyst is CN(C=O)C. The product is [CH3:33][O:9]/[N:8]=[C:7](\[C:1]1[CH:6]=[CH:5][CH:4]=[CH:3][CH:2]=1)/[C:10]1[CH:11]=[N:12][C:13]2[C:18]([C:19]=1[C:20]1[CH:21]=[CH:22][CH:23]=[CH:24][CH:25]=1)=[CH:17][CH:16]=[CH:15][C:14]=2[C:26]([F:29])([F:27])[F:28]. The yield is 0.860. (4) The reactants are [O:1]1[CH:5]=[CH:4][CH:3]=[C:2]1[C:6]1[O:7][C:8]([CH3:36])=[C:9]([CH2:11][O:12][C:13]2[CH:33]=[CH:32][C:16]([CH2:17][O:18][C:19]3[CH:23]=[C:22]([CH:24]=O)[N:21]([C:26]4[CH:31]=[CH:30][CH:29]=[CH:28][CH:27]=4)[N:20]=3)=[CH:15][C:14]=2[O:34][CH3:35])[N:10]=1.[Cl-].[N:38]1[CH:43]=[CH:42][CH:41]=[CH:40][C:39]=1[CH2:44][P+](C1C=CC=CC=1)(C1C=CC=CC=1)C1C=CC=CC=1.C(=O)([O-])[O-].[K+].[K+].CN(C)C=O. The catalyst is O. The product is [O:1]1[CH:5]=[CH:4][CH:3]=[C:2]1[C:6]1[O:7][C:8]([CH3:36])=[C:9]([CH2:11][O:12][C:13]2[CH:33]=[CH:32][C:16]([CH2:17][O:18][C:19]3[CH:23]=[C:22](/[CH:24]=[CH:44]/[C:39]4[CH:40]=[CH:41][CH:42]=[CH:43][N:38]=4)[N:21]([C:26]4[CH:27]=[CH:28][CH:29]=[CH:30][CH:31]=4)[N:20]=3)=[CH:15][C:14]=2[O:34][CH3:35])[N:10]=1. The yield is 0.740. (5) The reactants are [C:1]1([C:14]2[CH:19]=[CH:18][CH:17]=[CH:16][CH:15]=2)[CH:6]=[CH:5][C:4]([CH2:7][C:8](N(OC)C)=[O:9])=[CH:3][CH:2]=1.[C:20]1([Mg]Br)[CH:25]=[CH:24][CH:23]=[CH:22][CH:21]=1. The catalyst is C1COCC1. The product is [C:1]1([C:14]2[CH:19]=[CH:18][CH:17]=[CH:16][CH:15]=2)[CH:6]=[CH:5][C:4]([CH2:7][C:8]([C:20]2[CH:25]=[CH:24][CH:23]=[CH:22][CH:21]=2)=[O:9])=[CH:3][CH:2]=1. The yield is 0.807. (6) The reactants are BrC[CH2:3][C:4]1[CH:11]=[CH:10][C:7]([CH:8]=[O:9])=[CH:6][CH:5]=1.C([O-])([O-])=O.[K+].[K+].[CH:18]([N:21]1[CH2:26][CH2:25][NH:24][CH2:23][CH2:22]1)([CH3:20])[CH3:19]. The catalyst is CN(C=O)C. The product is [CH:18]([N:21]1[CH2:26][CH2:25][N:24]([CH2:3][C:4]2[CH:5]=[CH:6][C:7]([CH:8]=[O:9])=[CH:10][CH:11]=2)[CH2:23][CH2:22]1)([CH3:20])[CH3:19]. The yield is 0.970. (7) The reactants are Cl[CH:2]([C:10]1[CH:15]=[CH:14][C:13]([F:16])=[CH:12][CH:11]=1)[CH:3]1[CH2:8][CH2:7][N:6]([CH3:9])[CH2:5][CH2:4]1.N1CCNCC1.C([O-])([O-])=[O:24].[K+].[K+]. The catalyst is CC(=O)CC. The product is [F:16][C:13]1[CH:14]=[CH:15][C:10]([C:2]([CH:3]2[CH2:8][CH2:7][N:6]([CH3:9])[CH2:5][CH2:4]2)=[O:24])=[CH:11][CH:12]=1. The yield is 0.620.